Dataset: Forward reaction prediction with 1.9M reactions from USPTO patents (1976-2016). Task: Predict the product of the given reaction. (1) Given the reactants [NH2:1][CH2:2][CH2:3][CH2:4][C@@H:5]([CH2:9][C:10]1[N:11]=[CH:12][N:13]2[C:22]3[C:17](=[CH:18][CH:19]=[CH:20][CH:21]=3)[CH2:16][CH2:15][C:14]=12)[C:6]([OH:8])=[O:7].[C:23](=O)([O:34][CH2:35][C:36]1[O:37][C:38](=[O:44])[O:39][C:40]=1[CH:41]([CH3:43])[CH3:42])[O:24]C1C=CC([N+]([O-])=O)=CC=1, predict the reaction product. The product is: [CH:12]1[N:13]2[C:22]3[C:17]([CH2:16][CH2:15][C:14]2=[C:10]([CH2:9][C@H:5]([CH2:4][CH2:3][CH2:2][NH:1][C:23]([O:34][CH2:35][C:36]2[O:37][C:38](=[O:44])[O:39][C:40]=2[CH:41]([CH3:42])[CH3:43])=[O:24])[C:6]([OH:8])=[O:7])[N:11]=1)=[CH:18][CH:19]=[CH:20][CH:21]=3. (2) Given the reactants [NH2:1][C:2]1[C:3]([CH3:10])=[C:4]([CH:7]=[CH:8][CH:9]=1)[CH2:5][OH:6].[I:11]Cl.[C:13](O[C:13]([O:15][C:16]([CH3:19])([CH3:18])[CH3:17])=[O:14])([O:15][C:16]([CH3:19])([CH3:18])[CH3:17])=[O:14], predict the reaction product. The product is: [C:16]([O:15][C:13](=[O:14])[NH:1][C:2]1[CH:9]=[CH:8][C:7]([I:11])=[C:4]([CH2:5][OH:6])[C:3]=1[CH3:10])([CH3:19])([CH3:18])[CH3:17]. (3) Given the reactants [NH2:1][C:2]1[C:3]([Cl:12])=[C:4]([CH:8]=[CH:9][C:10]=1[Cl:11])[C:5]([NH2:7])=O.[H-].[H-].[H-].[H-].[Li+].[Al+3], predict the reaction product. The product is: [NH2:1][C:2]1[C:3]([Cl:12])=[C:4]([CH:8]=[CH:9][C:10]=1[Cl:11])[CH2:5][NH2:7]. (4) Given the reactants [Cl:1][C:2]1[C:27]([O:28]C)=[CH:26][C:5]2[C:6]([C:9]3[C:10]([CH2:23][CH2:24][CH3:25])=[N:11][CH:12]=[CH:13][C:14]=3[O:15][C:16]3[CH:21]=[CH:20][C:19]([Cl:22])=[CH:18][CH:17]=3)=[N:7][O:8][C:4]=2[CH:3]=1, predict the reaction product. The product is: [Cl:1][C:2]1[C:27]([OH:28])=[CH:26][C:5]2[C:6]([C:9]3[C:10]([CH2:23][CH2:24][CH3:25])=[N:11][CH:12]=[CH:13][C:14]=3[O:15][C:16]3[CH:17]=[CH:18][C:19]([Cl:22])=[CH:20][CH:21]=3)=[N:7][O:8][C:4]=2[CH:3]=1. (5) Given the reactants [C:1]([O:18][CH2:19][C@H:20]([CH2:41][O:42]CC1C=CC(OC)=CC=1)[O:21][C:22](=[O:40])[CH2:23][CH2:24][CH2:25][CH2:26][CH2:27][CH2:28][CH2:29]/[CH:30]=[CH:31]\[CH2:32]/[CH:33]=[CH:34]\[CH2:35][CH2:36][CH2:37][CH2:38][CH3:39])(=[O:17])[CH2:2][CH2:3][CH2:4][CH2:5][CH2:6][CH2:7][CH2:8][CH2:9][CH2:10][CH2:11][CH2:12][CH2:13][CH2:14][CH2:15][CH3:16].O.O=[N+]([O-])[O-].[O-][N+](=O)[O-].[O-][N+](=O)[O-].[O-][N+](=O)[O-].[O-][N+](=O)[O-].[O-][N+](=O)[O-].[Ce+4].[NH4+].[NH4+].C(Cl)Cl, predict the reaction product. The product is: [C:1]([O:18][CH2:19][C@H:20]([CH2:41][OH:42])[O:21][C:22](=[O:40])[CH2:23][CH2:24][CH2:25][CH2:26][CH2:27][CH2:28][CH2:29]/[CH:30]=[CH:31]\[CH2:32]/[CH:33]=[CH:34]\[CH2:35][CH2:36][CH2:37][CH2:38][CH3:39])(=[O:17])[CH2:2][CH2:3][CH2:4][CH2:5][CH2:6][CH2:7][CH2:8][CH2:9][CH2:10][CH2:11][CH2:12][CH2:13][CH2:14][CH2:15][CH3:16]. (6) Given the reactants [NH:1]1[C:5]2[CH:6]=[CH:7][CH:8]=[CH:9][C:4]=2[N:3]=[C:2]1[C:10]1[C:14]([NH:15][C:16]([C:18]([CH3:25])([CH3:24])[CH2:19][O:20]C(=O)C)=[O:17])=[CH:13][NH:12][N:11]=1.C([O-])([O-])=O.[K+].[K+], predict the reaction product. The product is: [NH:3]1[C:4]2[CH:9]=[CH:8][CH:7]=[CH:6][C:5]=2[N:1]=[C:2]1[C:10]1[C:14]([NH:15][C:16](=[O:17])[C:18]([CH3:24])([CH3:25])[CH2:19][OH:20])=[CH:13][NH:12][N:11]=1.